Task: Predict the reactants needed to synthesize the given product.. Dataset: Full USPTO retrosynthesis dataset with 1.9M reactions from patents (1976-2016) (1) Given the product [F:27][C:21]1[CH:22]=[C:23]([F:26])[CH:24]=[CH:25][C:20]=1[N:16]1[C:15]([C:9]2[S:8][C:7]3[C:6]4[N:28]=[C:2]([C:37]5[CH:38]=[CH:39][C:40]([NH2:43])=[N:41][CH:42]=5)[CH:3]=[CH:4][C:5]=4[O:14][CH2:13][CH2:12][C:11]=3[CH:10]=2)=[N:19][CH:18]=[N:17]1, predict the reactants needed to synthesize it. The reactants are: Cl[C:2]1[CH:3]=[CH:4][C:5]2[O:14][CH2:13][CH2:12][C:11]3[CH:10]=[C:9]([C:15]4[N:16]([C:20]5[CH:25]=[CH:24][C:23]([F:26])=[CH:22][C:21]=5[F:27])[N:17]=[CH:18][N:19]=4)[S:8][C:7]=3[C:6]=2[N:28]=1.CC1(C)C(C)(C)OB([C:37]2[CH:38]=[CH:39][C:40]([NH2:43])=[N:41][CH:42]=2)O1.C([O-])([O-])=O.[Cs+].[Cs+]. (2) Given the product [NH:1]([C:17]([O:19][CH2:20][C:21]1[CH:26]=[CH:25][CH:24]=[CH:23][CH:22]=1)=[O:18])[CH2:2][C:3]([NH:5][C@H:6]([C:14]([NH:39][C@H:40]([C:42]([NH:44][C@H:45]([C:50]([O:52][CH3:53])=[O:51])[CH2:46][CH:47]([CH3:48])[CH3:49])=[O:43])[CH3:41])=[O:16])[CH2:7][C:8]1[CH:9]=[CH:10][CH:11]=[CH:12][CH:13]=1)=[O:4], predict the reactants needed to synthesize it. The reactants are: [NH:1]([C:17]([O:19][CH2:20][C:21]1[CH:26]=[CH:25][CH:24]=[CH:23][CH:22]=1)=[O:18])[CH2:2][C:3]([NH:5][C@H:6]([C:14]([OH:16])=O)[CH2:7][C:8]1[CH:13]=[CH:12][CH:11]=[CH:10][CH:9]=1)=[O:4].C(N1C=CN=C1)(N1C=CN=C1)=O.[NH2:39][C@H:40]([C:42]([NH:44][C@H:45]([C:50]([O:52][CH3:53])=[O:51])[CH2:46][CH:47]([CH3:49])[CH3:48])=[O:43])[CH3:41].